The task is: Predict the product of the given reaction.. This data is from Forward reaction prediction with 1.9M reactions from USPTO patents (1976-2016). (1) The product is: [CH3:23][C:18]1[C:17]([C:10]2[CH:9]=[C:8]3[C:13]([C:14]4[C:2]([NH:34][C:27]5[C:28]6[C:33](=[CH:32][CH:31]=[CH:30][CH:29]=6)[N:25]([CH3:24])[N:26]=5)=[N:3][CH:4]=[N:5][C:6]=4[NH:7]3)=[CH:12][C:11]=2[O:15][CH3:16])=[C:21]([CH3:22])[O:20][N:19]=1. Given the reactants Cl[C:2]1[C:14]2[C:13]3[C:8](=[CH:9][C:10]([C:17]4[C:18]([CH3:23])=[N:19][O:20][C:21]=4[CH3:22])=[C:11]([O:15][CH3:16])[CH:12]=3)[NH:7][C:6]=2[N:5]=[CH:4][N:3]=1.[CH3:24][N:25]1[C:33]2[C:28](=[CH:29][CH:30]=[CH:31][CH:32]=2)[C:27]([NH2:34])=[N:26]1.C(C(O)=O)(F)(F)F, predict the reaction product. (2) Given the reactants [NH2:1][C:2]1[C:3]([F:19])=[C:4]([C:15]([Cl:18])=[CH:16][CH:17]=1)[C:5]([O:7][CH2:8][C:9]1[CH:14]=[CH:13][CH:12]=[CH:11][CH:10]=1)=[O:6].[CH3:20][O:21][C:22]1[CH:35]=[CH:34][C:25]([O:26][CH2:27][CH2:28][CH2:29][S:30](Cl)(=[O:32])=[O:31])=[CH:24][CH:23]=1.C(N([CH:42]([CH3:44])[CH3:43])C(C)C)C, predict the reaction product. The product is: [Cl:18][C:15]1[C:4]([C:5]([O:7][CH2:8][C:9]2[CH:14]=[CH:13][CH:12]=[CH:11][CH:10]=2)=[O:6])=[C:3]([F:19])[C:2]([N:1]([S:30]([CH2:29][CH2:28][CH2:27][O:26][C:43]2[CH:42]=[CH:44][C:22]([O:21][CH3:20])=[CH:23][CH:24]=2)(=[O:32])=[O:31])[S:30]([CH2:29][CH2:28][CH2:27][O:26][C:25]2[CH:34]=[CH:35][C:22]([O:21][CH3:20])=[CH:23][CH:24]=2)(=[O:32])=[O:31])=[CH:17][CH:16]=1. (3) Given the reactants [Br:1][C:2]1[CH:3]=[C:4]2[C:10](I)=[N:9][N:8]([CH2:12][O:13][CH2:14][CH2:15][Si:16]([CH3:19])([CH3:18])[CH3:17])[C:5]2=[N:6][CH:7]=1.[CH3:20][O:21][C:22]1[CH:27]=[CH:26][CH:25]=[CH:24][C:23]=1B(O)O.C(=O)([O-])[O-].[Na+].[Na+].C(=O)(O)[O-].[Na+], predict the reaction product. The product is: [Br:1][C:2]1[CH:3]=[C:4]2[C:10]([C:23]3[CH:24]=[CH:25][CH:26]=[CH:27][C:22]=3[O:21][CH3:20])=[N:9][N:8]([CH2:12][O:13][CH2:14][CH2:15][Si:16]([CH3:19])([CH3:18])[CH3:17])[C:5]2=[N:6][CH:7]=1.